From a dataset of Reaction yield outcomes from USPTO patents with 853,638 reactions. Predict the reaction yield, written as a fraction of the theoretical maximum amount of product (1.0 means a 100% yield; for example, 0.34 means a 34% yield). (1) The reactants are COC1C=C(OC)C=CC=1C[NH:6][C:7]1[CH:8]=[CH:9][C:10]2[N:11]([C:13]([CH2:20][N:21]3[CH2:25][CH:24]([CH2:26][CH2:27][CH3:28])[CH2:23][C:22]3=[O:29])=[C:14]([C:16]([F:19])([F:18])[F:17])[N:15]=2)[N:12]=1. The catalyst is FC(F)(F)C(O)=O. The product is [NH2:6][C:7]1[CH:8]=[CH:9][C:10]2[N:11]([C:13]([CH2:20][N:21]3[CH2:25][CH:24]([CH2:26][CH2:27][CH3:28])[CH2:23][C:22]3=[O:29])=[C:14]([C:16]([F:18])([F:17])[F:19])[N:15]=2)[N:12]=1. The yield is 0.110. (2) The reactants are [F:1][C:2]1[C:7]([F:8])=[CH:6][N:5]=[C:4]2[NH:9][CH:10]=[C:11]([N+:12]([O-])=O)[C:3]=12.[OH-].[Na+]. The catalyst is Cl. The product is [F:1][C:2]1[C:7]([F:8])=[CH:6][N:5]=[C:4]2[NH:9][CH:10]=[C:11]([NH2:12])[C:3]=12. The yield is 0.810. (3) The reactants are [F:1][C:2]([F:21])([F:20])[C:3]1[CH:4]=[CH:5][C:6]2[O:10][CH:9]([CH2:11][NH:12][C:13]([C:15]([O:17][Li])=O)=[O:14])[CH2:8][C:7]=2[CH:19]=1.CCN=C=NCCCN(C)C.Cl.C1C=CC2N(O)N=NC=2C=1.C(N(CC)CC)C.[NH2:51][CH2:52][CH2:53][O:54][CH:55]1[CH2:60][CH2:59][CH:58]([NH:61][C:62]2[CH:67]=[CH:66][C:65]([N+:68]([O-:70])=[O:69])=[C:64]([C:71]([F:74])([F:73])[F:72])[CH:63]=2)[CH2:57][CH2:56]1. The catalyst is CN(C)C=O.O. The product is [N+:68]([C:65]1[CH:66]=[CH:67][C:62]([NH:61][CH:58]2[CH2:57][CH2:56][CH:55]([O:54][CH2:53][CH2:52][NH:51][C:15](=[O:17])[C:13]([NH:12][CH2:11][CH:9]3[CH2:8][C:7]4[CH:19]=[C:3]([C:2]([F:1])([F:21])[F:20])[CH:4]=[CH:5][C:6]=4[O:10]3)=[O:14])[CH2:60][CH2:59]2)=[CH:63][C:64]=1[C:71]([F:72])([F:73])[F:74])([O-:70])=[O:69]. The yield is 0.290. (4) The reactants are C(C1C(CC2C=CC(C)=CC=2)=CC2C(C)(C)CCC(C)(C)C=2C=1)=O.[CH3:25][C:26]1([CH3:59])[CH2:35][CH2:34][C:33]([CH3:37])([CH3:36])[C:32]2[CH:31]=[C:30](/[CH:38]=[CH:39]/[C:40]3[CH:50]=[CH:49][C:43]([C:44]([O:46]CC)=[O:45])=[CH:42][CH:41]=3)[C:29]([CH2:51][C:52]3[CH:57]=[CH:56][C:55]([CH3:58])=[CH:54][CH:53]=3)=[CH:28][C:27]1=2. The catalyst is CCCCCC. The product is [CH3:25][C:26]1([CH3:59])[CH2:35][CH2:34][C:33]([CH3:36])([CH3:37])[C:32]2[CH:31]=[C:30](/[CH:38]=[CH:39]/[C:40]3[CH:50]=[CH:49][C:43]([C:44]([OH:46])=[O:45])=[CH:42][CH:41]=3)[C:29]([CH2:51][C:52]3[CH:53]=[CH:54][C:55]([CH3:58])=[CH:56][CH:57]=3)=[CH:28][C:27]1=2. The yield is 0.640. (5) The reactants are [CH2:1]([O:3][C:4](=[O:16])[C:5]1[CH:10]=[CH:9][C:8]([NH:11][C:12](=[O:15])[CH:13]=[CH2:14])=[CH:7][CH:6]=1)[CH3:2].[NH:17]1[C:25]2[CH2:24][CH2:23][CH2:22][C:21](=[O:26])[C:20]=2[CH:19]=[CH:18]1.C(=O)([O-])[O-:28].[K+].[K+].O. The catalyst is CN(C)C=O. The product is [CH2:1]([O:3][C:4](=[O:16])[C:5]1[CH:10]=[CH:9][C:8]([NH:11][C:12](=[O:15])[CH2:13][CH2:14][N:17]2[C:25]3[CH2:24][CH2:23][CH2:22][C:21](=[O:26])[C:20]=3[CH2:19][C:18]2=[O:28])=[CH:7][CH:6]=1)[CH3:2]. The yield is 0.560. (6) The reactants are C[O:2][C:3](=[O:21])[C:4]1[CH:9]=[C:8]([N:10]([CH3:14])[CH2:11][CH2:12][CH3:13])[N:7]=[C:6]([N:15]([S:17]([CH3:20])(=[O:19])=[O:18])[CH3:16])[CH:5]=1.[OH-].[Li+].Cl. The catalyst is C1COCC1. The product is [CH3:20][S:17]([N:15]([CH3:16])[C:6]1[CH:5]=[C:4]([CH:9]=[C:8]([N:10]([CH3:14])[CH2:11][CH2:12][CH3:13])[N:7]=1)[C:3]([OH:21])=[O:2])(=[O:18])=[O:19]. The yield is 0.850. (7) The reactants are [CH2:1]([O:3][C:4]([CH2:6][C:7](=O)[CH:8]([O:11][C:12](=O)[C:13]1[CH:18]=[CH:17][C:16]([C:19]([F:22])([F:21])[F:20])=[CH:15][CH:14]=1)[CH2:9][CH3:10])=[O:5])[CH3:2].C([O-])(=O)C.[NH4+:29]. The catalyst is C(O)(=O)C. The product is [CH2:1]([O:3][C:4](=[O:5])[CH2:6][C:7]1[N:29]=[C:12]([C:13]2[CH:18]=[CH:17][C:16]([C:19]([F:22])([F:21])[F:20])=[CH:15][CH:14]=2)[O:11][C:8]=1[CH2:9][CH3:10])[CH3:2]. The yield is 0.500. (8) The reactants are [CH2:1]([O:3][C:4](=[O:20])[C:5]1[CH:17]=[C:16]([CH:18]=[O:19])[CH:15]=[C:7]([C:8]([N:10]([CH3:14])[CH2:11][CH2:12][CH3:13])=[O:9])[CH:6]=1)[CH3:2].[CH3:21][Mg]Br. The catalyst is C1COCC1. The product is [CH2:1]([O:3][C:4](=[O:20])[C:5]1[CH:17]=[C:16]([CH:18]([OH:19])[CH3:21])[CH:15]=[C:7]([C:8]([N:10]([CH3:14])[CH2:11][CH2:12][CH3:13])=[O:9])[CH:6]=1)[CH3:2]. The yield is 0.590.